Dataset: Forward reaction prediction with 1.9M reactions from USPTO patents (1976-2016). Task: Predict the product of the given reaction. (1) Given the reactants [Cl:1][C:2]1[CH:3]=[CH:4][C:5]([CH2:8][O:9][C:10]2[CH:15]=[CH:14][N:13]([C:16]3[CH:17]=[N:18][C:19](F)=[CH:20][CH:21]=3)[C:12](=[O:23])[CH:11]=2)=[N:6][CH:7]=1.[N:24]1([CH:29]2[CH2:34][CH2:33][NH:32][CH2:31][CH2:30]2)[CH2:28][CH2:27][CH2:26][CH2:25]1.C([O-])([O-])=O.[K+].[K+], predict the reaction product. The product is: [Cl:1][C:2]1[CH:3]=[CH:4][C:5]([CH2:8][O:9][C:10]2[CH:15]=[CH:14][N:13]([C:16]3[CH:17]=[N:18][C:19]([N:32]4[CH2:33][CH2:34][CH:29]([N:24]5[CH2:28][CH2:27][CH2:26][CH2:25]5)[CH2:30][CH2:31]4)=[CH:20][CH:21]=3)[C:12](=[O:23])[CH:11]=2)=[N:6][CH:7]=1. (2) Given the reactants [C:1]([N:5]1[CH2:10][CH2:9][O:8][CH2:7][CH2:6]1)(=[O:4])[CH:2]=[CH2:3].[CH3:11][N:12]([CH3:17])[C:13](=[O:16])[CH:14]=[CH2:15].C(O)(CC)(C)C.N(C(C1NCCN=1)(C)C)=NC(C1NCCN=1)(C)C.SCCO, predict the reaction product. The product is: [C:1]([N:5]1[CH2:10][CH2:9][O:8][CH2:7][CH2:6]1)(=[O:4])[CH:2]=[CH2:3].[CH3:11][N:12]([CH3:17])[C:13](=[O:16])[CH:14]=[CH2:15]. (3) The product is: [S:31]1[CH:32]=[CH:33][CH:34]=[C:30]1[CH2:29][NH:28][C:17]([C@@H:13]1[CH2:14][CH2:15][CH2:16][N:11]([C:6]2[CH:7]=[CH:8][CH:9]=[C:10]3[C:5]=2[C:4](=[O:20])[N:3]([CH2:21][C:22]2[CH:27]=[CH:26][N:25]=[CH:24][CH:23]=2)[C:2]3=[O:1])[CH2:12]1)=[O:18]. Given the reactants [O:1]=[C:2]1[C:10]2[C:5](=[C:6]([N:11]3[CH2:16][CH2:15][CH2:14][C@@H:13]([C:17](O)=[O:18])[CH2:12]3)[CH:7]=[CH:8][CH:9]=2)[C:4](=[O:20])[N:3]1[CH2:21][C:22]1[CH:27]=[CH:26][N:25]=[CH:24][CH:23]=1.[NH2:28][CH2:29][C:30]1[S:31][CH:32]=[CH:33][CH:34]=1.F[P-](F)(F)(F)(F)F.N1(O[P+](N(C)C)(N(C)C)N(C)C)C2C=CC=CC=2N=N1, predict the reaction product. (4) Given the reactants [N:1]1[CH:6]=[CH:5][CH:4]=[C:3]([O:7][CH2:8][C:9]2[CH:17]=[CH:16][C:12]([C:13](O)=[O:14])=[C:11]([C:18]3[CH:23]=[CH:22][CH:21]=[CH:20][CH:19]=3)[CH:10]=2)[CH:2]=1.Cl.[CH:25]([O:28][C:29](=[O:36])[C@H:30]([CH2:32][CH2:33][S:34][CH3:35])[NH2:31])([CH3:27])[CH3:26], predict the reaction product. The product is: [CH:25]([O:28][C:29](=[O:36])[C@H:30]([CH2:32][CH2:33][S:34][CH3:35])[NH:31][C:13](=[O:14])[C:12]1[CH:16]=[CH:17][C:9]([CH2:8][O:7][C:3]2[CH:2]=[N:1][CH:6]=[CH:5][CH:4]=2)=[CH:10][C:11]=1[C:18]1[CH:19]=[CH:20][CH:21]=[CH:22][CH:23]=1)([CH3:27])[CH3:26]. (5) Given the reactants [O:1]1[CH2:5][CH:4]=[CH:3][C:2]1=[O:6].S(C1C(C)=CC(O)=C(C(C)(C)C)C=1)C1C(C)=CC(O)=C(C(C)(C)C)C=1.[CH:32]1[O:33][CH:34]=[C:35]2[C:40]=1[CH2:39][CH2:38][CH2:37][CH2:36]2.Cl([O-])(=O)(=O)=O.[Li+], predict the reaction product. The product is: [O:33]1[CH:34]2[CH:3]3[CH:4]([CH:32]1[C:40]1[CH2:39][CH2:38][CH2:37][CH2:36][C:35]=12)[CH2:5][O:1][C:2]3=[O:6].